Dataset: Peptide-MHC class II binding affinity with 134,281 pairs from IEDB. Task: Regression. Given a peptide amino acid sequence and an MHC pseudo amino acid sequence, predict their binding affinity value. This is MHC class II binding data. (1) The peptide sequence is SVLLVVALFAVFLGS. The MHC is DRB1_1602 with pseudo-sequence DRB1_1602. The binding affinity (normalized) is 0.250. (2) The binding affinity (normalized) is 0.489. The MHC is HLA-DPA10201-DPB10101 with pseudo-sequence HLA-DPA10201-DPB10101. The peptide sequence is DEVFAILNLSIDS. (3) The peptide sequence is SHNVQGATVAVDCRP. The MHC is DRB1_1201 with pseudo-sequence DRB1_1201. The binding affinity (normalized) is 0.